This data is from NCI-60 drug combinations with 297,098 pairs across 59 cell lines. The task is: Regression. Given two drug SMILES strings and cell line genomic features, predict the synergy score measuring deviation from expected non-interaction effect. (1) Drug 1: C1C(C(OC1N2C=C(C(=O)NC2=O)F)CO)O. Drug 2: B(C(CC(C)C)NC(=O)C(CC1=CC=CC=C1)NC(=O)C2=NC=CN=C2)(O)O. Cell line: DU-145. Synergy scores: CSS=41.2, Synergy_ZIP=-1.28, Synergy_Bliss=-1.41, Synergy_Loewe=-17.5, Synergy_HSA=-0.261. (2) Drug 1: CC1OCC2C(O1)C(C(C(O2)OC3C4COC(=O)C4C(C5=CC6=C(C=C35)OCO6)C7=CC(=C(C(=C7)OC)O)OC)O)O. Drug 2: C(CCl)NC(=O)N(CCCl)N=O. Cell line: SNB-19. Synergy scores: CSS=26.3, Synergy_ZIP=0.470, Synergy_Bliss=-0.499, Synergy_Loewe=-17.1, Synergy_HSA=-0.664. (3) Drug 1: CCCS(=O)(=O)NC1=C(C(=C(C=C1)F)C(=O)C2=CNC3=C2C=C(C=N3)C4=CC=C(C=C4)Cl)F. Drug 2: COC1=C(C=C2C(=C1)N=CN=C2NC3=CC(=C(C=C3)F)Cl)OCCCN4CCOCC4. Cell line: CAKI-1. Synergy scores: CSS=55.9, Synergy_ZIP=3.75, Synergy_Bliss=4.51, Synergy_Loewe=-2.25, Synergy_HSA=6.93. (4) Drug 1: CC1=C2C(C(=O)C3(C(CC4C(C3C(C(C2(C)C)(CC1OC(=O)C(C(C5=CC=CC=C5)NC(=O)C6=CC=CC=C6)O)O)OC(=O)C7=CC=CC=C7)(CO4)OC(=O)C)O)C)OC(=O)C. Drug 2: CN1C2=C(C=C(C=C2)N(CCCl)CCCl)N=C1CCCC(=O)O.Cl. Cell line: SW-620. Synergy scores: CSS=14.5, Synergy_ZIP=-1.50, Synergy_Bliss=4.14, Synergy_Loewe=6.54, Synergy_HSA=4.01. (5) Drug 1: C1CCN(CC1)CCOC2=CC=C(C=C2)C(=O)C3=C(SC4=C3C=CC(=C4)O)C5=CC=C(C=C5)O. Drug 2: CC=C1C(=O)NC(C(=O)OC2CC(=O)NC(C(=O)NC(CSSCCC=C2)C(=O)N1)C(C)C)C(C)C. Cell line: HCT-15. Synergy scores: CSS=0.984, Synergy_ZIP=-0.281, Synergy_Bliss=-0.134, Synergy_Loewe=-7.06, Synergy_HSA=-3.11. (6) Drug 1: C1CN(P(=O)(OC1)NCCCl)CCCl. Drug 2: C(CCl)NC(=O)N(CCCl)N=O. Cell line: SK-MEL-5. Synergy scores: CSS=12.4, Synergy_ZIP=-6.11, Synergy_Bliss=-7.23, Synergy_Loewe=-5.90, Synergy_HSA=-2.74.